This data is from Reaction yield outcomes from USPTO patents with 853,638 reactions. The task is: Predict the reaction yield, written as a fraction of the theoretical maximum amount of product (1.0 means a 100% yield; for example, 0.34 means a 34% yield). (1) The reactants are Br[C:2]1[N:3]=[C:4]([CH3:8])[N:5]([CH3:7])[CH:6]=1.[F:9][C:10]1[CH:15]=[CH:14][C:13](B(O)O)=[CH:12][C:11]=1[CH3:19].C([O-])([O-])=O.[Na+].[Na+]. The catalyst is C1(C)C=CC=CC=1.[Pd].C1(P(C2C=CC=CC=2)C2C=CC=CC=2)C=CC=CC=1.C1(P(C2C=CC=CC=2)C2C=CC=CC=2)C=CC=CC=1.C1(P(C2C=CC=CC=2)C2C=CC=CC=2)C=CC=CC=1.C1(P(C2C=CC=CC=2)C2C=CC=CC=2)C=CC=CC=1. The product is [F:9][C:10]1[CH:15]=[CH:14][C:13]([C:2]2[N:3]=[C:4]([CH3:8])[N:5]([CH3:7])[CH:6]=2)=[CH:12][C:11]=1[CH3:19]. The yield is 0.750. (2) The reactants are C([SiH](CC)CC)C.[CH3:8][O:9][C:10](=[O:51])/[C:11](/[NH:30][C:31](=[O:50])[C:32]1[CH:37]=[CH:36][C:35]([C:38]([NH:40][CH2:41][C:42]2[CH:47]=[CH:46][CH:45]=[C:44]([OH:48])[CH:43]=2)=[O:39])=[CH:34][C:33]=1[Cl:49])=[CH:12]/[C:13]1[S:17][C:16]([NH:18]C(OC(C)(C)C)=O)=[N:15][C:14]=1[C:26]([F:29])([F:28])[F:27].FC(F)(F)C(O)=O. The catalyst is ClCCl. The product is [CH3:8][O:9][C:10](=[O:51])/[C:11](/[NH:30][C:31](=[O:50])[C:32]1[CH:37]=[CH:36][C:35]([C:38]([NH:40][CH2:41][C:42]2[CH:47]=[CH:46][CH:45]=[C:44]([OH:48])[CH:43]=2)=[O:39])=[CH:34][C:33]=1[Cl:49])=[CH:12]/[C:13]1[S:17][C:16]([NH2:18])=[N:15][C:14]=1[C:26]([F:29])([F:28])[F:27]. The yield is 0.910. (3) The reactants are Br[C:2]1[CH:3]=[C:4]2[CH2:10][C:9]3([CH:15]4[CH2:16][CH2:17][N:12]([CH2:13][CH2:14]4)[CH2:11]3)[O:8][C:5]2=[N:6][CH:7]=1.[C:18]1(B(O)O)[CH:23]=[CH:22][CH:21]=[CH:20][CH:19]=1.COCCOC.C(=O)([O-])[O-].[Na+].[Na+]. The catalyst is C1C=CC([P]([Pd]([P](C2C=CC=CC=2)(C2C=CC=CC=2)C2C=CC=CC=2)([P](C2C=CC=CC=2)(C2C=CC=CC=2)C2C=CC=CC=2)[P](C2C=CC=CC=2)(C2C=CC=CC=2)C2C=CC=CC=2)(C2C=CC=CC=2)C2C=CC=CC=2)=CC=1.C(O)C. The product is [C:18]1([C:2]2[CH:3]=[C:4]3[CH2:10][C:9]4([CH:15]5[CH2:16][CH2:17][N:12]([CH2:13][CH2:14]5)[CH2:11]4)[O:8][C:5]3=[N:6][CH:7]=2)[CH:23]=[CH:22][CH:21]=[CH:20][CH:19]=1. The yield is 0.680.